The task is: Predict the reaction yield, written as a fraction of the theoretical maximum amount of product (1.0 means a 100% yield; for example, 0.34 means a 34% yield).. This data is from Reaction yield outcomes from USPTO patents with 853,638 reactions. The reactants are [C:1]([C:3]1[CH:10]=[CH:9][C:6]([CH:7]=[O:8])=[CH:5][CH:4]=1)#[N:2].C(OC1C=C(C=C(OCC2C=CC=CC=2)C=1)CN)C1C=CC=CC=1. No catalyst specified. The product is [OH:8][CH2:7][C:6]1[CH:9]=[CH:10][C:3]([CH2:1][NH2:2])=[CH:4][CH:5]=1. The yield is 0.460.